This data is from Reaction yield outcomes from USPTO patents with 853,638 reactions. The task is: Predict the reaction yield, written as a fraction of the theoretical maximum amount of product (1.0 means a 100% yield; for example, 0.34 means a 34% yield). (1) The reactants are [CH3:1][C:2]1[S:3][C:4]([C:8]([OH:10])=[O:9])=[C:5]([CH3:7])[N:6]=1.[Li]CCCC.[F:16][C:17]1[CH:18]=[CH:19][C:20]([C:23]2[C:27]([CH:28]=[O:29])=[C:26]([CH3:30])[O:25][N:24]=2)=[N:21][CH:22]=1. The catalyst is C1COCC1. The product is [F:16][C:17]1[CH:18]=[CH:19][C:20]([C:23]2[C:27]([CH:28]([OH:29])[CH2:1][C:2]3[S:3][C:4]([C:8]([OH:10])=[O:9])=[C:5]([CH3:7])[N:6]=3)=[C:26]([CH3:30])[O:25][N:24]=2)=[N:21][CH:22]=1. The yield is 0.510. (2) The reactants are [CH2:1]([NH:5][NH:6][C:7]([C@@H:9]1[CH2:13][C@@H:12]([S:14][CH2:15][C:16]2[CH:21]=[CH:20][C:19]([O:22][CH3:23])=[CH:18][CH:17]=2)[CH2:11][N:10]1[S:24]([C:27]1[CH:36]=[CH:35][C:34]2[C:29](=[CH:30][CH:31]=[CH:32][CH:33]=2)[CH:28]=1)(=[O:26])=[O:25])=[O:8])[CH:2]([CH3:4])[CH3:3].C(N(C(C)C)C(C)C)C.[C:46]1([CH3:56])[CH:51]=[CH:50][C:49]([S:52](Cl)(=[O:54])=[O:53])=[CH:48][CH:47]=1.CNCC(O[K])=O.OS([O-])(=O)=O.[K+]. The catalyst is C(Cl)Cl.CN(C1C=CN=CC=1)C. The product is [CH2:1]([N:5]([S:52]([C:49]1[CH:50]=[CH:51][C:46]([CH3:56])=[CH:47][CH:48]=1)(=[O:54])=[O:53])[NH:6][C:7]([C@@H:9]1[CH2:13][C@@H:12]([S:14][CH2:15][C:16]2[CH:17]=[CH:18][C:19]([O:22][CH3:23])=[CH:20][CH:21]=2)[CH2:11][N:10]1[S:24]([C:27]1[CH:36]=[CH:35][C:34]2[C:29](=[CH:30][CH:31]=[CH:32][CH:33]=2)[CH:28]=1)(=[O:26])=[O:25])=[O:8])[CH:2]([CH3:4])[CH3:3]. The yield is 0.480. (3) The reactants are [CH2:1]([O:3][C:4]([C:6]1[NH:7][CH:8]=[C:9]([N+:11]([O-:13])=[O:12])[CH:10]=1)=[O:5])[CH3:2].[O-]CC.[Na+].Br[CH2:19][CH2:20][CH:21]([CH3:23])[CH3:22].O. The catalyst is C(O)C. The product is [CH2:1]([O:3][C:4]([C:6]1[N:7]([CH2:19][CH2:20][CH:21]([CH3:23])[CH3:22])[CH:8]=[C:9]([N+:11]([O-:13])=[O:12])[CH:10]=1)=[O:5])[CH3:2]. The yield is 0.290. (4) The reactants are Cl[C:2]([O:4][C:5]1[CH:10]=[CH:9][C:8]([N+:11]([O-:13])=[O:12])=[CH:7][CH:6]=1)=[O:3].[F:14][C:15]1[CH:16]=[C:17]([CH:23]2[NH:28][C:27]([O:29][CH3:30])=[N:26][C:25]([CH3:31])=[C:24]2[C:32](=[O:34])[CH3:33])[CH:18]=[C:19]([F:22])[C:20]=1[F:21].N1C=CC=CC=1. The catalyst is C(Cl)Cl. The product is [F:14][C:15]1[CH:16]=[C:17]([CH:23]2[N:28]([C:2]([O:4][C:5]3[CH:10]=[CH:9][C:8]([N+:11]([O-:13])=[O:12])=[CH:7][CH:6]=3)=[O:3])[C:27]([O:29][CH3:30])=[N:26][C:25]([CH3:31])=[C:24]2[C:32](=[O:34])[CH3:33])[CH:18]=[C:19]([F:22])[C:20]=1[F:21]. The yield is 0.920. (5) The reactants are I[C:2]1[CH:7]=[CH:6][CH:5]=[C:4]([O:8][C:9]([F:12])([F:11])[F:10])[CH:3]=1.[CH2:13]([O:20][C:21](=[O:26])[CH2:22][CH2:23][C:24]#[CH:25])[C:14]1[CH:19]=[CH:18][CH:17]=[CH:16][CH:15]=1.C(N(CC)CC)C. The catalyst is C(#N)C. The product is [CH2:13]([O:20][C:21](=[O:26])[CH2:22][CH2:23][C:24]#[C:25][C:2]1[CH:7]=[CH:6][CH:5]=[C:4]([O:8][C:9]([F:12])([F:11])[F:10])[CH:3]=1)[C:14]1[CH:19]=[CH:18][CH:17]=[CH:16][CH:15]=1. The yield is 0.930. (6) The reactants are Cl[C:2]1[CH:11]=[CH:10][N:9]=[C:8]2[C:3]=1[C:4]1[CH:16]=[CH:15][CH:14]=[CH:13][C:5]=1[C:6](=[O:12])[NH:7]2.[CH:17]([C:20]1[CH:25]=[CH:24][C:23]([NH:26]C(NC2CCNCC2)=O)=[CH:22][CH:21]=1)([CH3:19])[CH3:18].CC(C1C=C(C(C)C)C(C2C=CC=CC=2P(C2CCCCC2)C2CCCCC2)=C(C(C)C)C=1)C.[OH-].[K+]. The catalyst is C(O)(CC)(C)C.CCOC(C)=O.O.CC([O-])=O.CC([O-])=O.[Pd+2]. The product is [CH:17]([C:20]1[CH:25]=[CH:24][C:23]([NH:26][C:2]2[CH:11]=[CH:10][N:9]=[C:8]3[C:3]=2[C:4]2[CH:16]=[CH:15][CH:14]=[CH:13][C:5]=2[C:6](=[O:12])[NH:7]3)=[CH:22][CH:21]=1)([CH3:19])[CH3:18]. The yield is 0.280. (7) The reactants are C(=O)([O-])[O-].[K+].[K+].Cl[C:8]1[CH:13]=[CH:12][C:11]([C:14]([F:17])([F:16])[F:15])=[CH:10][N:9]=1.[CH3:18][O:19][N:20]=[C:21]([C:29]1[O:30][CH2:31][CH2:32][N:33]=1)[C:22]1[CH:27]=[CH:26][CH:25]=[CH:24][C:23]=1[OH:28].[OH-].[Na+]. The catalyst is CN(C=O)C. The product is [CH3:18][O:19][N:20]=[C:21]([C:29]1[O:30][CH2:31][CH2:32][N:33]=1)[C:22]1[CH:27]=[CH:26][CH:25]=[CH:24][C:23]=1[O:28][C:8]1[CH:13]=[CH:12][C:11]([C:14]([F:17])([F:16])[F:15])=[CH:10][N:9]=1. The yield is 0.521.